This data is from Experimentally validated miRNA-target interactions with 360,000+ pairs, plus equal number of negative samples. The task is: Binary Classification. Given a miRNA mature sequence and a target amino acid sequence, predict their likelihood of interaction. (1) The miRNA is hsa-miR-4534 with sequence GGAUGGAGGAGGGGUCU. The protein sequence of the target gene is MATIEEIAHQIIDQQMGEIVTEQQTGQKIQIVTALDHSTQGKQFILANHEGSTPGKVFLTTPDAAGVNQLFFTSPDLSAPHLQLLTEKSPDQGPNKVFDLCVVCGDKASGRHYGAITCEGCKGFFKRSIRKNLVYSCRGSKDCVINKHHRNRCQYCRLQRCIAFGMKQDSVQCERKPIEVSREKSSNCAASTEKIYIRKDLRSPLAATPTFVTDSETARSAGLLDSGMFVNIHPSGIKTEPAMLMAPDKAESCQGDLSTLASVVTSLANLGKAKDLSHCGGDMPVVQSLRNGDTSFGAFH.... Result: 0 (no interaction). (2) The miRNA is hsa-miR-4524b-5p with sequence AUAGCAGCAUAAGCCUGUCUC. The protein sequence of the target gene is MCENCADLVEVLNEISDVEGGDGLQLRKEHTLKIFTYINSWTQRQCLCCFKEYKHLEIFNQVVCALINLVIAQVQVLRDQLCKHCTTINIDSTWQDESNQAEEPLNIDRECNEGSTERQKSIEKKSNSTRICNLTEEESSKSSDPFSLWSTDEKEKLLLCVAKIFQIQFPLYTAYKHNTHPTIEDISTQESNILGAFCDMNDVEVPLHLLRYVCLFCGKNGLSLMKDCFEYGTPETLPFLIAHAFITVVSNIRIWLHIPAVMQHIIPFRTYVIRYLCKLSDQELRQSAARNMADLMWSTV.... Result: 0 (no interaction). (3) The miRNA is hsa-miR-122-3p with sequence AACGCCAUUAUCACACUAAAUA. The protein sequence of the target gene is MKLRSKAAALLLLALAALLLALLSLRAGRAEPPALPARPASAPQRHPAPVPARWPGPGALPGASPGVRRRRPPRPRPRAGRRGAARLEKLARRPGEPRSFQAVLPPELWIHLAVVACGNRLEETLVMLKSAVLFSHRKIQFHIFTEDSLKPEFDKQLRQWPDSYTKKFEHRIYPITFSVGNPQEWKKLFKPCAAQRLFLPVILKDVDSLLYVDTDVLFLRPVDDIWKLLRLFNSTQLAAMAPEHEIPKIGWYSRFARHPFYGSAGVNSGVMLMNLTRIRSTQFKNSMIPTGLAWEDMLYP.... Result: 1 (interaction).